From a dataset of Reaction yield outcomes from USPTO patents with 853,638 reactions. Predict the reaction yield, written as a fraction of the theoretical maximum amount of product (1.0 means a 100% yield; for example, 0.34 means a 34% yield). (1) The reactants are Br[C:2]1[CH:7]=[CH:6][C:5]([F:8])=[CH:4][N:3]=1.C([Li])(CC)C.[CH3:14][Si:15]([CH3:22])([CH3:21])[C:16]#[C:17][C:18](=[O:20])[CH3:19]. The catalyst is CCOCC. The product is [F:8][C:5]1[CH:6]=[CH:7][C:2]([C:18]([OH:20])([C:17]#[C:16][Si:15]([CH3:22])([CH3:21])[CH3:14])[CH3:19])=[N:3][CH:4]=1. The yield is 0.420. (2) The reactants are [CH2:1]([NH:16][C:17](=[O:23])[O:18][C:19]([CH3:22])([CH3:21])[CH3:20])[CH2:2][CH:3]([NH:5]C(=O)OCC1C=CC=CC=1)[CH3:4]. The catalyst is CCO.[Pd]. The product is [NH2:5][CH:3]([CH3:4])[CH2:2][CH2:1][NH:16][C:17](=[O:23])[O:18][C:19]([CH3:21])([CH3:20])[CH3:22]. The yield is 0.900. (3) The reactants are [N+:1](/[CH:4]=[CH:5]/[C:6]1[CH:11]=[CH:10][CH:9]=[CH:8][CH:7]=1)([O-:3])=[O:2].[C:12]([O:20][CH2:21][CH3:22])(=[O:19])[CH2:13][C:14]([O:16][CH2:17][CH3:18])=[O:15]. No catalyst specified. The product is [CH2:21]([O:20][C:12]([CH:13]([C@@H:5]([C:6]1[CH:11]=[CH:10][CH:9]=[CH:8][CH:7]=1)[CH2:4][N+:1]([O-:3])=[O:2])[C:14]([O:16][CH2:17][CH3:18])=[O:15])=[O:19])[CH3:22]. The yield is 0.830. (4) The reactants are [H-].[Na+].[F:3][C:4]([F:10])([CH3:9])[C:5]([CH3:8])([OH:7])[CH3:6].[C:11](=O)([O:19]C1C=CC=CN=1)[O:12][C:13]1[CH:18]=[CH:17][CH:16]=[CH:15][N:14]=1. The catalyst is C1COCC1.CCOC(C)=O. The product is [C:11](=[O:19])([O:12][C:13]1[CH:18]=[CH:17][CH:16]=[CH:15][N:14]=1)[O:7][C:5]([CH3:8])([C:4]([F:10])([F:3])[CH3:9])[CH3:6]. The yield is 0.138. (5) The reactants are [NH2:1][C:2]1[N:7]=[CH:6][C:5]([C:8]([N:10]2[CH2:15][CH2:14][O:13][CH2:12][CH2:11]2)=[O:9])=[CH:4][CH:3]=1.Br[C:17]1[C:18](=[O:25])[N:19]([CH3:24])[N:20]=[C:21]([Cl:23])[CH:22]=1.CC1(C)C2C(=C(P(C3C=CC=CC=3)C3C=CC=CC=3)C=CC=2)OC2C(P(C3C=CC=CC=3)C3C=CC=CC=3)=CC=CC1=2.C(=O)([O-])[O-].[Cs+].[Cs+]. The catalyst is C1C=CC(/C=C/C(/C=C/C2C=CC=CC=2)=O)=CC=1.C1C=CC(/C=C/C(/C=C/C2C=CC=CC=2)=O)=CC=1.C1C=CC(/C=C/C(/C=C/C2C=CC=CC=2)=O)=CC=1.[Pd].[Pd].O1CCOCC1. The product is [Cl:23][C:21]1[CH:22]=[C:17]([NH:1][C:2]2[CH:3]=[CH:4][C:5]([C:8]([N:10]3[CH2:15][CH2:14][O:13][CH2:12][CH2:11]3)=[O:9])=[CH:6][N:7]=2)[C:18](=[O:25])[N:19]([CH3:24])[N:20]=1. The yield is 0.510. (6) The reactants are [Cl:1][C:2]1[C:3]([CH3:10])=[N:4][C:5](O)=[N:6][C:7]=1[CH3:8].O=P(Cl)(Cl)[Cl:13].N(C1C=CC=CC=1)(CC)CC. No catalyst specified. The product is [Cl:13][C:5]1[N:4]=[C:3]([CH3:10])[C:2]([Cl:1])=[C:7]([CH3:8])[N:6]=1. The yield is 0.830. (7) The catalyst is O1CCOCC1. The yield is 0.560. The reactants are [C:1](Cl)(=O)[O:2]C(Cl)(Cl)Cl.[NH2:9][C:10]1[CH:18]=[CH:17][CH:16]=[C:15]([CH3:19])[C:11]=1[C:12]([OH:14])=[O:13].C(OCC)C. The product is [CH3:19][C:15]1[C:11]2[C:12](=[O:14])[O:13][C:1](=[O:2])[NH:9][C:10]=2[CH:18]=[CH:17][CH:16]=1.